This data is from Full USPTO retrosynthesis dataset with 1.9M reactions from patents (1976-2016). The task is: Predict the reactants needed to synthesize the given product. (1) Given the product [CH3:13][O:14][C:15]1[CH:23]=[C:22]2[C:18]([CH2:19][CH2:20][CH:21]2[NH:24][C:6]2[CH:5]=[CH:4][C:3]3[C:2]([NH:29][CH2:28][CH2:27][S:26][CH3:25])=[CH:11][CH:10]=[CH:9][C:8]=3[N:7]=2)=[CH:17][CH:16]=1, predict the reactants needed to synthesize it. The reactants are: I[C:2]1[CH:11]=[CH:10][CH:9]=[C:8]2[C:3]=1[CH:4]=[CH:5][C:6](Cl)=[N:7]2.[CH3:13][O:14][C:15]1[CH:23]=[C:22]2[C:18]([CH2:19][CH2:20][CH:21]2[NH2:24])=[CH:17][CH:16]=1.[CH3:25][S:26][CH2:27][CH2:28][NH2:29]. (2) Given the product [CH:16]([C:2]1[CH:3]=[CH:4][C:5]2[C:10](=[CH:9][CH:8]=[C:7]([C:11]([O:13][CH3:14])=[O:12])[CH:6]=2)[N:1]=1)([CH3:17])[CH3:15], predict the reactants needed to synthesize it. The reactants are: [N:1]1[C:10]2[C:5](=[CH:6][C:7]([C:11]([O:13][CH3:14])=[O:12])=[CH:8][CH:9]=2)[CH:4]=[CH:3][CH:2]=1.[C:15](O)(=O)[CH:16](C)[CH3:17].S(=O)(=O)(O)O.[NH4+].[NH4+].[O-]S(OOS([O-])(=O)=O)(=O)=O.